The task is: Predict the reaction yield, written as a fraction of the theoretical maximum amount of product (1.0 means a 100% yield; for example, 0.34 means a 34% yield).. This data is from Reaction yield outcomes from USPTO patents with 853,638 reactions. The reactants are [Br:30][C:2]1[C:15]2[C:9](=[CH:8][CH:3]=[CH:2][CH:15]=2)[C:9]([C:16]2[C:17]3[C:22]([C:23]([Br:30])=[C:24]4[C:29]=2[CH:28]=[CH:22][CH:23]=[CH:24]4)=[CH:28][CH:29]=[CH:16][CH:17]=3)=[C:8]2[C:3]=1[CH:7]=[CH:6][CH:6]=[CH:7]2.C1(C)C=CC=CC=1.[H-].C([Al+]CC(C)C)C(C)C. The catalyst is Cl[Pd](Cl)([P](C1C=CC=CC=1)(C1C=CC=CC=1)C1C=CC=CC=1)[P](C1C=CC=CC=1)(C1C=CC=CC=1)C1C=CC=CC=1.C1COCC1. The product is [Br:30][C:23]1[CH:22]=[C:17]([CH:16]=[CH:9][C:8]2[CH:7]=[CH:6][CH:15]=[CH:2][CH:3]=2)[CH:28]=[CH:29][CH:24]=1. The yield is 0.200.